This data is from Forward reaction prediction with 1.9M reactions from USPTO patents (1976-2016). The task is: Predict the product of the given reaction. (1) Given the reactants Cl[C:2]1[CH:3]=[CH:4][C:5]([N+:9]([O-:11])=[O:10])=[C:6]([CH:8]=1)[NH2:7].[CH3:12][O:13][C:14]1[CH:19]=[CH:18][C:17]([SH:20])=[CH:16][CH:15]=1.C([O-])([O-])=O.[K+].[K+], predict the reaction product. The product is: [CH3:12][O:13][C:14]1[CH:19]=[CH:18][C:17]([S:20][C:2]2[CH:3]=[CH:4][C:5]([N+:9]([O-:11])=[O:10])=[C:6]([CH:8]=2)[NH2:7])=[CH:16][CH:15]=1. (2) The product is: [CH3:1][C:2]([CH3:34])([CH3:33])[C:3](=[O:32])[CH2:4][O:5][C:6]([C:8]1([C:22]([O:24][CH2:25][C:26]2[CH:31]=[CH:30][CH:29]=[CH:28][CH:27]=2)=[O:23])[CH2:13][CH2:12][CH2:11][NH:10][CH2:9]1)=[O:7]. Given the reactants [CH3:1][C:2]([CH3:34])([CH3:33])[C:3](=[O:32])[CH2:4][O:5][C:6]([C:8]1([C:22]([O:24][CH2:25][C:26]2[CH:31]=[CH:30][CH:29]=[CH:28][CH:27]=2)=[O:23])[CH2:13][CH2:12][CH2:11][N:10](C(OCC(Cl)(Cl)Cl)=O)[CH2:9]1)=[O:7].C([O-])(=O)C.[NH4+], predict the reaction product. (3) Given the reactants [C:1]1([N:7]2[C:25](=[O:26])[C:10]3=[CH:11][NH:12][C:13]4[CH:14]=[CH:15][C:16]([N:19]5[CH2:24][CH2:23][NH:22][CH2:21][CH2:20]5)=[CH:17][C:18]=4[C:9]3=[N:8]2)[CH:6]=[CH:5][CH:4]=[CH:3][CH:2]=1.[CH3:27]N1CCNCC1, predict the reaction product. The product is: [CH3:27][N:22]1[CH2:21][CH2:20][N:19]([C:16]2[CH:15]=[CH:14][C:13]3[NH:12][CH:11]=[C:10]4[C:25](=[O:26])[N:7]([C:1]5[CH:6]=[CH:5][CH:4]=[CH:3][CH:2]=5)[N:8]=[C:9]4[C:18]=3[CH:17]=2)[CH2:24][CH2:23]1.